This data is from Forward reaction prediction with 1.9M reactions from USPTO patents (1976-2016). The task is: Predict the product of the given reaction. (1) Given the reactants [CH2:1]([O:3][C:4](=[O:20])[CH2:5][N:6]=[C:7]([C:14]1[CH:19]=[CH:18][CH:17]=[CH:16][CH:15]=1)[C:8]1[CH:13]=[CH:12][CH:11]=[CH:10][CH:9]=1)[CH3:2].Br[CH2:22][CH2:23][CH2:24][CH2:25][B:26]1[O:30][C:29]([CH3:32])([CH3:31])[C:28]([CH3:34])([CH3:33])[O:27]1.C1COCC1.C[Si]([N-][Si](C)(C)C)(C)C.[Li+], predict the reaction product. The product is: [C:8]1([C:7](=[N:6][CH:5]([CH2:22][CH2:23][CH2:24][CH2:25][B:26]2[O:30][C:29]([CH3:32])([CH3:31])[C:28]([CH3:33])([CH3:34])[O:27]2)[C:4]([O:3][CH2:1][CH3:2])=[O:20])[C:14]2[CH:19]=[CH:18][CH:17]=[CH:16][CH:15]=2)[CH:9]=[CH:10][CH:11]=[CH:12][CH:13]=1. (2) Given the reactants [N:1]([C@@H:4]1[CH2:8][N:7]([C:9](=[O:30])[CH2:10][C:11]([C:24]2[CH:29]=[CH:28][CH:27]=[CH:26][CH:25]=2)([C:18]2[CH:23]=[CH:22][CH:21]=[CH:20][CH:19]=2)[C:12]2[CH:17]=[CH:16][CH:15]=[CH:14][CH:13]=2)[C@H:6]([C:31]([N:33]2[CH2:37][CH2:36][CH2:35][C@@H:34]2[C:38]([NH:40][CH2:41][C@H:42]2[CH2:47][CH2:46][CH2:45][N:44]([CH2:48][CH:49]3[CH2:54][CH2:53][CH2:52][CH2:51][CH2:50]3)[CH2:43]2)=[O:39])=[O:32])[CH2:5]1)=[N+]=[N-].C1(P(C2C=CC=CC=2)C2C=CC=CC=2)C=CC=CC=1, predict the reaction product. The product is: [NH2:1][C@@H:4]1[CH2:8][N:7]([C:9](=[O:30])[CH2:10][C:11]([C:24]2[CH:29]=[CH:28][CH:27]=[CH:26][CH:25]=2)([C:12]2[CH:17]=[CH:16][CH:15]=[CH:14][CH:13]=2)[C:18]2[CH:23]=[CH:22][CH:21]=[CH:20][CH:19]=2)[C@H:6]([C:31]([N:33]2[CH2:37][CH2:36][CH2:35][C@@H:34]2[C:38]([NH:40][CH2:41][C@H:42]2[CH2:47][CH2:46][CH2:45][N:44]([CH2:48][CH:49]3[CH2:50][CH2:51][CH2:52][CH2:53][CH2:54]3)[CH2:43]2)=[O:39])=[O:32])[CH2:5]1. (3) Given the reactants C(O[C@H](C)[C@H](NC(OCC1C2C=CC=CC=2C2C1=CC=CC=2)=O)C(O)=O)C1C=CC=CC=1.N[C@H](C1C=CC(OC[C@H](O)CO)=CC=1)C(N[C@@H]([C@H](C1C=CC=CC=1)C)C(NC1C=CC(I)=CC=1Cl)=O)=O.N[C@H](C1C=CC(OC[C@H](O[Si](C)(C)C)CO[Si](C)(C)C)=CC=1)C(N[C@@H]([C@H](C1C=CC=CC=1)C)C(NC1C=CC(I)=CC=1Cl)=O)=O.C(OC(N[C@H](C1C=CC(OC[C@H]2COC(C)(C)O2)=CC=1)C(O)=O)=O)(C)(C)C.C[Si](C)(C)[O:144][C@H:145]([CH2:181][O:182][Si](C)(C)C)[CH2:146][O:147][C:148]1[CH:153]=[CH:152][C:151]([C@@H:154]2[C:158](=[O:159])[N:157]([C@@H:160]([C@H:172]([C:174]3[CH:179]=[CH:178][CH:177]=[CH:176][CH:175]=3)[CH3:173])[C:161]([NH:163][C:164]3[CH:169]=[CH:168][C:167]([I:170])=[CH:166][C:165]=3[Cl:171])=[O:162])[C:156](=[O:180])[NH:155]2)=[CH:150][CH:149]=1, predict the reaction product. The product is: [Cl:171][C:165]1[CH:166]=[C:167]([I:170])[CH:168]=[CH:169][C:164]=1[NH:163][C:161](=[O:162])[C@@H:160]([N:157]1[C:158](=[O:159])[C@@H:154]([C:151]2[CH:150]=[CH:149][C:148]([O:147][CH2:146][C@H:145]([OH:144])[CH2:181][OH:182])=[CH:153][CH:152]=2)[NH:155][C:156]1=[O:180])[C@H:172]([C:174]1[CH:175]=[CH:176][CH:177]=[CH:178][CH:179]=1)[CH3:173]. (4) Given the reactants [NH:1](C(OC(C)(C)C)=O)[C@@H:2]([C:22]([O:24][CH2:25][CH2:26][C:27]([F:30])([F:29])[F:28])=[O:23])[CH2:3][CH2:4][C:5]([NH:7][C@@H:8]([C:19]([OH:21])=[O:20])[CH2:9][C:10]1[C:18]2[C:13](=[CH:14][CH:15]=[CH:16][CH:17]=2)[NH:12][CH:11]=1)=[O:6].Cl, predict the reaction product. The product is: [NH2:1][C@@H:2]([C:22]([O:24][CH2:25][CH2:26][C:27]([F:30])([F:28])[F:29])=[O:23])[CH2:3][CH2:4][C:5]([NH:7][C@@H:8]([C:19]([OH:21])=[O:20])[CH2:9][C:10]1[C:18]2[C:13](=[CH:14][CH:15]=[CH:16][CH:17]=2)[NH:12][CH:11]=1)=[O:6]. (5) The product is: [C:1]([C:3]1([NH:6][C:7]([C@@H:9]2[CH2:13][C@@H:12]([S:14]([C:17]3[CH:22]=[CH:21][C:20]([N:42]4[CH2:43][C:40]([F:44])([F:39])[CH2:41]4)=[CH:19][C:18]=3[C:24]([F:25])([F:27])[F:26])(=[O:16])=[O:15])[CH2:11][N:10]2[C:28]2[N:29]([CH:34]3[CH2:35][CH2:36][CH2:37]3)[N:30]=[C:31]([CH3:33])[CH:32]=2)=[O:8])[CH2:5][CH2:4]1)#[N:2]. Given the reactants [C:1]([C:3]1([NH:6][C:7]([C@@H:9]2[CH2:13][C@@H:12]([S:14]([C:17]3[CH:22]=[CH:21][C:20](F)=[CH:19][C:18]=3[C:24]([F:27])([F:26])[F:25])(=[O:16])=[O:15])[CH2:11][N:10]2[C:28]2[N:29]([CH:34]3[CH2:37][CH2:36][CH2:35]3)[N:30]=[C:31]([CH3:33])[CH:32]=2)=[O:8])[CH2:5][CH2:4]1)#[N:2].Cl.[F:39][C:40]1([F:44])[CH2:43][NH:42][CH2:41]1, predict the reaction product.